From a dataset of Reaction yield outcomes from USPTO patents with 853,638 reactions. Predict the reaction yield, written as a fraction of the theoretical maximum amount of product (1.0 means a 100% yield; for example, 0.34 means a 34% yield). (1) The reactants are C[O:2][C:3]1[CH:4]=[C:5]([CH2:21][CH2:22][C:23]([NH:25][C:26]2[CH:31]=[CH:30][CH:29]=[CH:28][CH:27]=2)=[O:24])[CH:6]=[C:7]([C:9]2[CH:18]=[CH:17][C:16]3[C:11](=[CH:12][CH:13]=[C:14]([O:19]C)[CH:15]=3)[CH:10]=2)[CH:8]=1.[Cl-].[Cl-].[Cl-].[Al+3]. No catalyst specified. The product is [OH:2][C:3]1[CH:4]=[C:5]([CH2:21][CH2:22][C:23]([NH:25][C:26]2[CH:27]=[CH:28][CH:29]=[CH:30][CH:31]=2)=[O:24])[CH:6]=[C:7]([C:9]2[CH:18]=[CH:17][C:16]3[C:11](=[CH:12][CH:13]=[C:14]([OH:19])[CH:15]=3)[CH:10]=2)[CH:8]=1. The yield is 0.230. (2) The reactants are [CH:1]([C:3]1[S:7][C:6](B(O)O)=[CH:5][CH:4]=1)=[O:2].P(O[CH2:20][C:21]1[CH:26]=[CH:25][C:24]([Cl:27])=[CH:23][CH:22]=1)(OCC)(OCC)=O.ClC1C=CC(CC2C=C(C=O)SC=2)=CC=1. No catalyst specified. The product is [Cl:27][C:24]1[CH:25]=[CH:26][C:21]([CH2:20][C:6]2[S:7][C:3]([CH:1]=[O:2])=[CH:4][CH:5]=2)=[CH:22][CH:23]=1. The yield is 0.480.